Dataset: Reaction yield outcomes from USPTO patents with 853,638 reactions. Task: Predict the reaction yield, written as a fraction of the theoretical maximum amount of product (1.0 means a 100% yield; for example, 0.34 means a 34% yield). (1) The reactants are [F:1][C:2]1[CH:7]=[CH:6][C:5]([CH:8]2[C:17](=O)[C:16]3[C:15]([C:19](OCC)=[O:20])=[CH:14][CH:13]=[CH:12][C:11]=3[NH:10][CH:9]2[C:24]2N(C)C=CN=2)=[CH:4][CH:3]=1.O.[NH2:31][NH2:32]. The catalyst is CO. The product is [F:1][C:2]1[CH:7]=[CH:6][C:5]([CH:8]2[C:17]3=[N:31][NH:32][C:19](=[O:20])[C:15]4[CH:14]=[CH:13][CH:12]=[C:11]([C:16]=43)[NH:10][CH:9]2[C:24]2[CH:15]=[C:16]3[C:11](=[CH:12][CH:13]=2)[N:10]=[CH:9][CH:8]=[CH:17]3)=[CH:4][CH:3]=1. The yield is 0.250. (2) The reactants are [CH2:1]([O:3][C:4](=[O:18])[C:5]1[CH:10]=[CH:9][C:8]([N:11]2[CH2:16][CH2:15][CH:14](O)[CH2:13][CH2:12]2)=[CH:7][CH:6]=1)[CH3:2].CCN(S(F)(F)[F:25])CC. The catalyst is ClCCl. The product is [CH2:1]([O:3][C:4](=[O:18])[C:5]1[CH:10]=[CH:9][C:8]([N:11]2[CH2:16][CH2:15][CH:14]([F:25])[CH2:13][CH2:12]2)=[CH:7][CH:6]=1)[CH3:2]. The yield is 0.560. (3) The product is [N+:27]([C:18]1[CH:19]=[N:20][C:21]2[C:26]([C:17]=1[NH:1][CH2:2][C:3]1([OH:8])[CH2:7][CH2:6][CH2:5][CH2:4]1)=[CH:25][CH:24]=[CH:23][CH:22]=2)([O-:29])=[O:28]. The reactants are [NH2:1][CH2:2][C:3]1([OH:8])[CH2:7][CH2:6][CH2:5][CH2:4]1.C(N(CC)CC)C.Cl[C:17]1[C:26]2[C:21](=[CH:22][CH:23]=[CH:24][CH:25]=2)[N:20]=[CH:19][C:18]=1[N+:27]([O-:29])=[O:28]. The yield is 0.520. The catalyst is ClCCl.O. (4) The reactants are Cl.[C:2]([CH:5]([CH2:11][C:12]1[CH:17]=[CH:16][N:15]=[CH:14][CH:13]=1)C(OCC)=O)(=[O:4])[CH3:3]. No catalyst specified. The product is [N:15]1[CH:16]=[CH:17][C:12]([CH2:11][CH2:5][C:2](=[O:4])[CH3:3])=[CH:13][CH:14]=1. The yield is 0.890. (5) The reactants are Cl.[CH3:2][NH:3][O:4][CH3:5].CCN(C(C)C)C(C)C.C[Al](C)C.[CH3:19][O:20][C:21]1[C:22]([C:38](OC)=[O:39])=[N:23][N:24]([C:28]2[CH:33]=[CH:32][CH:31]=[C:30]([C:34]([F:37])([F:36])[F:35])[CH:29]=2)[C:25](=[O:27])[CH:26]=1. The catalyst is C(Cl)Cl. The product is [CH3:5][O:4][N:3]([CH3:2])[C:38]([C:22]1[C:21]([O:20][CH3:19])=[CH:26][C:25](=[O:27])[N:24]([C:28]2[CH:33]=[CH:32][CH:31]=[C:30]([C:34]([F:36])([F:35])[F:37])[CH:29]=2)[N:23]=1)=[O:39]. The yield is 0.830. (6) The reactants are [Cl:1][C:2]1[C:3](I)=[CH:4][C:5]2[C:10]([CH:11]=1)=[CH:9][C:8]([O:12][CH3:13])=[CH:7][CH:6]=2.[C:15]([C:18]1[CH:23]=[CH:22][C:21](B(O)O)=[CH:20][CH:19]=1)([OH:17])=[O:16]. No catalyst specified. The product is [Cl:1][C:2]1[C:3]([C:21]2[CH:22]=[CH:23][C:18]([C:15]([OH:17])=[O:16])=[CH:19][CH:20]=2)=[CH:4][C:5]2[C:10]([CH:11]=1)=[CH:9][C:8]([O:12][CH3:13])=[CH:7][CH:6]=2. The yield is 0.750.